From a dataset of Catalyst prediction with 721,799 reactions and 888 catalyst types from USPTO. Predict which catalyst facilitates the given reaction. (1) Reactant: C([O:8][N:9]1[C:18]2[C:13](=[CH:14][CH:15]=[CH:16][N:17]=2)[C:12]([N:19]2[CH2:24][CH2:23][CH:22]([N:25]3[CH2:30][CH2:29][O:28][CH2:27][CH2:26]3)[CH2:21][CH2:20]2)=[CH:11][CH2:10]1)C1C=CC=CC=1. Product: [OH:8][N:9]1[C:18]2[C:13](=[CH:14][CH:15]=[CH:16][N:17]=2)[C:12]([N:19]2[CH2:24][CH2:23][CH:22]([N:25]3[CH2:30][CH2:29][O:28][CH2:27][CH2:26]3)[CH2:21][CH2:20]2)=[CH:11][CH2:10]1. The catalyst class is: 105. (2) Reactant: [CH3:1][C:2]([C:4]1[CH:5]=[CH:6][C:7]([OH:10])=[CH:8][CH:9]=1)=[O:3].[CH3:11][N:12]([CH3:21])[C:13]1[CH:20]=[CH:19][C:16]([CH:17]=O)=[CH:15][CH:14]=1.[OH-].[K+]. Product: [CH3:11][N:12]([CH3:21])[C:13]1[CH:20]=[CH:19][C:16](/[CH:17]=[CH:1]/[C:2]([C:4]2[CH:9]=[CH:8][C:7]([OH:10])=[CH:6][CH:5]=2)=[O:3])=[CH:15][CH:14]=1. The catalyst class is: 8. (3) Product: [Cl:19][C:2]1[C:11]2[S:12][CH:13]=[CH:14][C:10]=2[C:9]2[CH:8]=[CH:7][C:6]([C:15]#[N:16])=[CH:5][C:4]=2[N:3]=1. The catalyst class is: 10. Reactant: O=[C:2]1[C:11]2[S:12][CH:13]=[CH:14][C:10]=2[C:9]2[CH:8]=[CH:7][C:6]([C:15]#[N:16])=[CH:5][C:4]=2[NH:3]1.P(Cl)(Cl)([Cl:19])=O.